From a dataset of Experimentally validated miRNA-target interactions with 360,000+ pairs, plus equal number of negative samples. Binary Classification. Given a miRNA mature sequence and a target amino acid sequence, predict their likelihood of interaction. (1) The miRNA is hsa-miR-3609 with sequence CAAAGUGAUGAGUAAUACUGGCUG. The protein sequence of the target gene is MGAPLLSPGWGAGAAGRRWWMLLAPLLPALLLVRPAGALVEGLYCGTRDCYEVLGVSRSAGKAEIARAYRQLARRYHPDRYRPQPGDEGPGRTPQSAEEAFLLVATAYETLKDEETRKDYDYMLDHPEEYYSHYYHYYSRRLAPKVDVRVVILVSVCAISVFQFFSWWNSYNKAISYLATVPKYRIQATEIAKQQGLLKKAKEKGKNKKSKEEIRDEEENIIKNIIKSKIDIKGGYQKPQICDLLLFQIILAPFHLCSYIVWYCRWIYNFNIKGKEYGEEERLYIIRKSMKMSKSQFDSL.... Result: 0 (no interaction). (2) The protein sequence of the target gene is MAGWQSYVDNLMCDGCCQEAAIVGYCDAKYVWAATAGGVFQSITPIEIDMIVGKDREGFFTNGLTLGAKKCSVIRDSLYVDGDCTMDIRTKSQGGEPTYNVAVGRAGRVLVFVMGKEGVHGGGLNKKAYSMAKYLRDSGF. The miRNA is hsa-miR-6739-3p with sequence AUUGUUCUGUCUUUCUCCCAG. Result: 0 (no interaction). (3) The miRNA is mmu-miR-448-3p with sequence UUGCAUAUGUAGGAUGUCCCAU. The protein sequence of the target gene is MNGVEGNNELSLANTTTPSHASEDLDLKQDQGLQEETDTVREMEAAGEAGADGGASPDSEHCGPELCFRVAENSCAAAARGLEDAPSPSKGGDAPSAPVAADDSSKNGCQLEGPHSPAKPKALEACGAVGLGSQQMPGPKKTKEMTTTKCAISVATGKEGEAGAAMQEKKGLQKEKKVAGGGKEETRPRAPKINCMDSLEAIDQELSNVNAQADRAFLQLERKFGRMRRLHMQRRSFIIQNIPGFWVTAFRNHPQLSPMISGQDEDMMRYMINLEVEELKQPRVGCKFKFIFQSNPYFRN.... Result: 0 (no interaction). (4) The miRNA is hsa-miR-371a-5p with sequence ACUCAAACUGUGGGGGCACU. The protein sequence of the target gene is MSLQRLLQHSSNGNLADFCAGPAYSSYSTLTGSLTMDDNRRIQMLADTVATLPRGRKQLALTRSSSLSDFSWSQRKLVTVEKQDNETFGFEIQSYRPQNQNACSSEMFTLICKIQEDSPAHCAGLQAGDVLANINGVSTEGFTYKQVVDLIRSSGNLLTIETLNGTMILKRTELEAKLQVLKQTLKQKWVEYRSLQLQEHRLLHGDAANCPSLENMDLDELSLFGPLPGPGPALVDRNRLSSESSCKSWLSSMTMDSEDGYQTCVSEDSSRGAFSRQTSTDDECFIPKEGDDFLRRSSSR.... Result: 1 (interaction). (5) The miRNA is hsa-miR-6823-3p with sequence UGAGCCUCUCCUUCCCUCCAG. The protein sequence of the target gene is MGLRPAVLLLCASVSLLGGLTFGYELAVISGALLPLQLNFGLSCLEQELLVGSLLLGALLASLVGGFLIDCYGRRRAILGSNAVLLAGSLILGLASSLPWLLLGRLSVGFAISLSSMACCIYVSELVGPRQRGVLVSLYEVGITVGILFSYGLNYVLAGSPWGWRHMFGWAAAPALLQSLSLFLLPAGAEGTAAPKDLIPLQGRETSKPGLVKPQYSFLDLFRAQDGMWSRTVVGLGLVLFQQLTGQPNVLYYASTIFRSVGFHGGSSAVLASVGLGTVKVAATLVATGLVDRAGRRVLL.... Result: 0 (no interaction). (6) The miRNA is hsa-miR-520h with sequence ACAAAGUGCUUCCCUUUAGAGU. The protein sequence of the target gene is MDTMMLNVRNLFEQLVRRVEILSEGNEVQFIQLAKDFEDFRKKWQRTDHELGKYKDLLMKAETERSALDVKLKHARNQVDVEIKRRQRAEADCEKLERQIQLIREMLMCDTSGSIQLSEEQKSALAFLNRGQPSSSNAGNKRLSTIDESGSILSDISFDKTDESLDWDSSLVKTFKLKKREKRRSTSRQFVDGPPGPVKKTRSIGSAVDQGNESIVAKTTVTVPNDGGPIEAVSTIETVPYWTRSRRKTGTLQPWNSDSTLNSRQLEPRTETDSVGTPQSNGGMRLHDFVSKTVIKPESC.... Result: 1 (interaction). (7) The miRNA is hsa-miR-2113 with sequence AUUUGUGCUUGGCUCUGUCAC. The protein sequence of the target gene is MWRLPGLLGRALPRTLGPSLWRVTPKSTSPDGPQTTSSTLLVPVPNLDRSGPHGPGTSGGPRSHGWKDAFQWMSSRVSPNTLWDAISWGTLAVLALQLARQIHFQASLPAGPQRVEHCSWHSPLDRFFSSPLWHPCSSLRQHILPSPDGPAPRHTGLREPRLGQEEASAQPRNFSHNSLRGARPQDPSEEGPGDFGFLHASSSIESEAKPAQPQPTGEKEQDKSKTLSLEEAVTSIQQLFQLSVSIAFNFLGTENMKSGDHTAAFSYFQKAAARGYSKAQYNAGLCHEHGRGTPRDISKA.... Result: 0 (no interaction). (8) The miRNA is mmu-miR-26a-5p with sequence UUCAAGUAAUCCAGGAUAGGCU. The protein sequence of the target gene is MNLHQVLTGAVNPGDHCFAVGSVGEQRFTAYASGCDIVILGSNFERLQIIPGAKHGNIQVGCVDCSMQQGKIAASYGNVISVFEPVSLPKKRKNLEFYSQWQKSGQFFLDSIAHNITWDPAGNRLLTGSSCLQLWCNSRKQTEDENPDKTDLNFGNWMCIWHCKTASQVHLMKFSPDGEFFATAGKDDCLLKVWYNVENWRPAVTSPDKNSEKQSQGEIDFSFVYLAHPRAVNGFSWRKTSKYMPRASVCNVLLTCCKDNVCRLWVETFLPNDCFLYGSDCNHWCEPVSLTNNLKRNASS.... Result: 1 (interaction).